Predict the reactants needed to synthesize the given product. From a dataset of Full USPTO retrosynthesis dataset with 1.9M reactions from patents (1976-2016). (1) Given the product [F:55][C:56]([F:61])([F:60])[C:57]([OH:59])=[O:58].[CH3:34][C:35]1[S:39][C:38]([S:40][CH:11]2[CH2:10][CH2:9][NH:8][CH2:13][CH2:12]2)=[N:37][N:36]=1, predict the reactants needed to synthesize it. The reactants are: C(OC([N:8]1[CH2:13][CH2:12][CH:11](O)[CH2:10][CH2:9]1)=O)(C)(C)C.C1(P(C2C=CC=CC=2)C2C=CC=CC=2)C=CC=CC=1.[CH3:34][C:35]1[S:39][C:38]([SH:40])=[N:37][N:36]=1.N(C(OC(C)C)=O)=NC(OC(C)C)=O.[F:55][C:56]([F:61])([F:60])[C:57]([OH:59])=[O:58]. (2) Given the product [Br:12][C:13]1[CH:20]=[CH:19][C:16]([CH:17]([C:7]2[CH:11]=[CH:10][S:9][CH:8]=2)[OH:18])=[CH:15][CH:14]=1, predict the reactants needed to synthesize it. The reactants are: [Li]CCCC.Br[C:7]1[CH:11]=[CH:10][S:9][CH:8]=1.[Br:12][C:13]1[CH:20]=[CH:19][C:16]([CH:17]=[O:18])=[CH:15][CH:14]=1.[NH4+].[Cl-]. (3) Given the product [C:1]([O:5][C:6](=[O:8])[NH:7][CH2:26][CH2:24][CH2:23][NH:20][C:15](=[O:16])[CH2:14][CH2:13][CH2:12][CH2:11][CH2:10][Br:9])([CH3:4])([CH3:3])[CH3:2], predict the reactants needed to synthesize it. The reactants are: [C:1]([O:5][C:6](=[O:8])[NH2:7])([CH3:4])([CH3:3])[CH3:2].[Br:9][CH2:10][CH2:11][CH2:12][CH2:13][CH2:14][C:15](Cl)=[O:16].C([N:20]([CH2:23][CH3:24])CC)C.Cl[CH2:26]Cl. (4) The reactants are: [Br:1][C:2]1[CH:7]=[C:6](I)[C:5](I)=[CH:4][C:3]=1[Br:10].[C:11]1(B(O)O)[CH:16]=[CH:15][CH:14]=[CH:13][CH:12]=1.C(=O)([O-])[O-].[Na+].[Na+]. Given the product [Br:1][C:2]1[CH:7]=[C:6]([C:11]2[CH:16]=[CH:15][CH:14]=[CH:13][CH:12]=2)[C:5]([C:2]2[CH:7]=[CH:6][CH:5]=[CH:4][CH:3]=2)=[CH:4][C:3]=1[Br:10], predict the reactants needed to synthesize it. (5) The reactants are: [CH3:1][O:2][C:3]1[C:12]([O:13][CH3:14])=[N:11][C:10]2[C:9]([C:15](Cl)=[O:16])=[C:8]([CH3:18])[C:7]([N+:19]([O-:21])=[O:20])=[CH:6][C:5]=2[N:4]=1.Cl.[C:23]([O:27][C:28](=[O:32])[CH2:29][CH2:30][NH2:31])([CH3:26])([CH3:25])[CH3:24]. Given the product [CH3:1][O:2][C:3]1[C:12]([O:13][CH3:14])=[N:11][C:10]2[C:9]([C:15]([NH:31][CH2:30][CH2:29][C:28]([O:27][C:23]([CH3:26])([CH3:25])[CH3:24])=[O:32])=[O:16])=[C:8]([CH3:18])[C:7]([N+:19]([O-:21])=[O:20])=[CH:6][C:5]=2[N:4]=1, predict the reactants needed to synthesize it. (6) Given the product [Cl:1][C:2]1[C:7]([F:8])=[CH:6][CH:5]=[C:4]([O:9][CH3:10])[C:3]=1[C@H:11]([C:13]1[C:21]2[C:16](=[N:17][CH:18]=[C:19]([C:22]3[CH:23]=[N:24][N:25]([C@H:28]4[CH2:33][CH2:32][C@@H:31]([N:35]5[CH2:40][CH2:39][NH:38][CH2:37][CH2:36]5)[CH2:30][CH2:29]4)[C:26]=3[CH3:27])[CH:20]=2)[NH:15][CH:14]=1)[CH3:12], predict the reactants needed to synthesize it. The reactants are: [Cl:1][C:2]1[C:7]([F:8])=[CH:6][CH:5]=[C:4]([O:9][CH3:10])[C:3]=1[C@H:11]([C:13]1[C:21]2[C:16](=[N:17][CH:18]=[C:19]([C:22]3[CH:23]=[N:24][N:25]([CH:28]4[CH2:33][CH2:32][C:31](=O)[CH2:30][CH2:29]4)[C:26]=3[CH3:27])[CH:20]=2)[NH:15][CH:14]=1)[CH3:12].[N:35]1(C(OC(C)(C)C)=O)[CH2:40][CH2:39][NH:38][CH2:37][CH2:36]1.C(O[BH-](OC(=O)C)OC(=O)C)(=O)C.[Na+].ClCCCl.O1CCOCC1.Cl.